This data is from NCI-60 drug combinations with 297,098 pairs across 59 cell lines. The task is: Regression. Given two drug SMILES strings and cell line genomic features, predict the synergy score measuring deviation from expected non-interaction effect. (1) Drug 1: C1CCN(CC1)CCOC2=CC=C(C=C2)C(=O)C3=C(SC4=C3C=CC(=C4)O)C5=CC=C(C=C5)O. Drug 2: CS(=O)(=O)OCCCCOS(=O)(=O)C. Cell line: HCC-2998. Synergy scores: CSS=40.7, Synergy_ZIP=-5.10, Synergy_Bliss=-2.81, Synergy_Loewe=-10.1, Synergy_HSA=-4.43. (2) Drug 1: C1=CC(=CC=C1CC(C(=O)O)N)N(CCCl)CCCl.Cl. Drug 2: COC1=C2C(=CC3=C1OC=C3)C=CC(=O)O2. Cell line: SF-268. Synergy scores: CSS=24.7, Synergy_ZIP=-4.35, Synergy_Bliss=2.34, Synergy_Loewe=-1.69, Synergy_HSA=-1.72. (3) Drug 1: C1CN1C2=NC(=NC(=N2)N3CC3)N4CC4. Drug 2: CCC1(C2=C(COC1=O)C(=O)N3CC4=CC5=C(C=CC(=C5CN(C)C)O)N=C4C3=C2)O.Cl. Cell line: HOP-62. Synergy scores: CSS=54.9, Synergy_ZIP=1.44, Synergy_Bliss=3.48, Synergy_Loewe=0.663, Synergy_HSA=5.14. (4) Drug 2: CC12CCC3C(C1CCC2OP(=O)(O)O)CCC4=C3C=CC(=C4)OC(=O)N(CCCl)CCCl.[Na+]. Synergy scores: CSS=29.3, Synergy_ZIP=-0.368, Synergy_Bliss=-1.76, Synergy_Loewe=-19.9, Synergy_HSA=-1.44. Drug 1: C1=CC(=C2C(=C1NCCNCCO)C(=O)C3=C(C=CC(=C3C2=O)O)O)NCCNCCO. Cell line: MDA-MB-231. (5) Drug 1: C1CNP(=O)(OC1)N(CCCl)CCCl. Drug 2: CCC1(C2=C(COC1=O)C(=O)N3CC4=CC5=C(C=CC(=C5CN(C)C)O)N=C4C3=C2)O.Cl. Cell line: HL-60(TB). Synergy scores: CSS=3.54, Synergy_ZIP=-18.7, Synergy_Bliss=-35.7, Synergy_Loewe=-64.6, Synergy_HSA=-34.5. (6) Drug 1: CC(C)(C#N)C1=CC(=CC(=C1)CN2C=NC=N2)C(C)(C)C#N. Drug 2: C1=NC(=NC(=O)N1C2C(C(C(O2)CO)O)O)N. Cell line: MDA-MB-231. Synergy scores: CSS=2.10, Synergy_ZIP=5.40, Synergy_Bliss=10.7, Synergy_Loewe=-4.03, Synergy_HSA=-3.68. (7) Drug 1: COC1=C(C=C2C(=C1)N=CN=C2NC3=CC(=C(C=C3)F)Cl)OCCCN4CCOCC4. Drug 2: COCCOC1=C(C=C2C(=C1)C(=NC=N2)NC3=CC=CC(=C3)C#C)OCCOC.Cl. Cell line: SR. Synergy scores: CSS=33.3, Synergy_ZIP=8.51, Synergy_Bliss=12.7, Synergy_Loewe=1.90, Synergy_HSA=12.6. (8) Cell line: HOP-62. Synergy scores: CSS=6.90, Synergy_ZIP=1.85, Synergy_Bliss=5.57, Synergy_Loewe=3.25, Synergy_HSA=4.26. Drug 1: CCCS(=O)(=O)NC1=C(C(=C(C=C1)F)C(=O)C2=CNC3=C2C=C(C=N3)C4=CC=C(C=C4)Cl)F. Drug 2: CC1=C(C=C(C=C1)C(=O)NC2=CC(=CC(=C2)C(F)(F)F)N3C=C(N=C3)C)NC4=NC=CC(=N4)C5=CN=CC=C5. (9) Drug 2: COC1=NC(=NC2=C1N=CN2C3C(C(C(O3)CO)O)O)N. Synergy scores: CSS=67.8, Synergy_ZIP=3.93, Synergy_Bliss=6.63, Synergy_Loewe=-50.7, Synergy_HSA=3.78. Cell line: RPMI-8226. Drug 1: CCC1=CC2CC(C3=C(CN(C2)C1)C4=CC=CC=C4N3)(C5=C(C=C6C(=C5)C78CCN9C7C(C=CC9)(C(C(C8N6C)(C(=O)OC)O)OC(=O)C)CC)OC)C(=O)OC.C(C(C(=O)O)O)(C(=O)O)O.